This data is from Catalyst prediction with 721,799 reactions and 888 catalyst types from USPTO. The task is: Predict which catalyst facilitates the given reaction. (1) Reactant: [CH2:1]([O:3][C:4](=[O:12])[C:5]1[CH:10]=[CH:9][C:8]([NH2:11])=[N:7][CH:6]=1)[CH3:2].C([N:21]=[C:22]=[S:23])(=O)C1C=CC=CC=1.[O-]CC.[Na+]. Product: [CH2:1]([O:3][C:4](=[O:12])[C:5]1[CH:10]=[CH:9][C:8]([NH:11][C:22]([NH2:21])=[S:23])=[N:7][CH:6]=1)[CH3:2]. The catalyst class is: 219. (2) Product: [OH:40][CH2:39][CH:31]1[CH2:32][C:33]2[C:38](=[CH:37][CH:36]=[CH:35][CH:34]=2)[N:30]1[C:27]([C:23]1[N:24]=[CH:25][N:26]=[C:21]([NH:20][C:16]2[CH:17]=[C:18]3[C:13](=[CH:14][CH:15]=2)[CH2:12][C:4]2([C:5]4[C:6](=[N:7][CH:8]=[CH:9][CH:10]=4)[NH:11][C:3]2=[O:2])[CH2:19]3)[CH:22]=1)=[O:28]. Reactant: Cl.[O:2]=[C:3]1[NH:11][C:6]2=[N:7][CH:8]=[CH:9][CH:10]=[C:5]2[C:4]21[CH2:19][C:18]1[C:13](=[CH:14][CH:15]=[C:16]([NH:20][C:21]3[N:26]=[CH:25][N:24]=[C:23]([C:27](O)=[O:28])[CH:22]=3)[CH:17]=1)[CH2:12]2.[NH:30]1[C:38]2[C:33](=[CH:34][CH:35]=[CH:36][CH:37]=2)[CH2:32][CH:31]1[CH2:39][OH:40].CN(C(ON1N=NC2C=CC=CC1=2)=[N+](C)C)C.[B-](F)(F)(F)F. The catalyst class is: 3. (3) Reactant: [N:1]1[CH:6]=[CH:5][C:4]([NH:7][C:8]([C:10]2[C:18]3[C:17]4[CH:19]=[CH:20][CH:21]=[CH:22][C:16]=4[O:15][C:14]=3[C:13]([O:23][CH3:24])=[CH:12][CH:11]=2)=[O:9])=[CH:3][CH:2]=1.ClC1C=CC=C(C(OO)=[O:33])C=1. Product: [N:1]1[CH:2]=[CH:3][C:4]([NH+:7]([O-:33])[C:8]([C:10]2[C:18]3[C:17]4[CH:19]=[CH:20][CH:21]=[CH:22][C:16]=4[O:15][C:14]=3[C:13]([O:23][CH3:24])=[CH:12][CH:11]=2)=[O:9])=[CH:5][CH:6]=1. The catalyst class is: 22. (4) Reactant: [CH2:1]([C:3]([OH:24])([CH2:22][CH3:23])[CH2:4][CH2:5][C:6]1[CH:7]=[C:8]([CH2:12][CH2:13][CH2:14][NH:15]C(=O)C(F)(F)F)[CH:9]=[CH:10][CH:11]=1)[CH3:2].C([O-])([O-])=O.[K+].[K+]. Product: [NH2:15][CH2:14][CH2:13][CH2:12][C:8]1[CH:7]=[C:6]([C:5]#[C:4][C:3]([CH2:22][CH3:23])([OH:24])[CH2:1][CH3:2])[CH:11]=[CH:10][CH:9]=1. The catalyst class is: 5. (5) Reactant: [F:1][C:2]([F:19])([F:18])[C:3]1[CH:8]=[C:7]([CH:9]=[N:10][OH:11])[CH:6]=[CH:5][C:4]=1[C:12]1[CH:17]=[CH:16][CH:15]=[CH:14][CH:13]=1.[O-]Cl.[Na+].[C:23]([C:25]1[CH:31]=[CH:30][C:28]([NH2:29])=[CH:27][CH:26]=1)#[CH:24]. Product: [F:1][C:2]([F:18])([F:19])[C:3]1[CH:8]=[C:7]([C:9]2[CH:24]=[C:23]([C:25]3[CH:31]=[CH:30][C:28]([NH2:29])=[CH:27][CH:26]=3)[O:11][N:10]=2)[CH:6]=[CH:5][C:4]=1[C:12]1[CH:17]=[CH:16][CH:15]=[CH:14][CH:13]=1. The catalyst class is: 2. (6) Reactant: [NH2:1][C:2]1[CH:3]=[CH:4][C:5]([C:8]#[N:9])=[N:6][CH:7]=1.[Cl:10][C:11]1[CH:12]=[C:13]([CH:16]=[CH:17][C:18]=1[F:19])[CH:14]=O. The catalyst class is: 626. Product: [Cl:10][C:11]1[CH:12]=[C:13]([CH:16]=[CH:17][C:18]=1[F:19])[CH:14]=[N:1][C:2]1[CH:3]=[CH:4][C:5]([C:8]#[N:9])=[N:6][CH:7]=1. (7) Reactant: [OH:1][C:2]1[CH:11]=[CH:10][C:5]([C:6]([O:8][CH3:9])=[O:7])=[CH:4][CH:3]=1.C(=O)([O-])[O-].[K+].[K+].Br[CH2:19][CH2:20][CH2:21][Cl:22]. Product: [Cl:22][CH2:21][CH2:20][CH2:19][O:1][C:2]1[CH:3]=[CH:4][C:5]([C:6]([O:8][CH3:9])=[O:7])=[CH:10][CH:11]=1. The catalyst class is: 9.